This data is from NCI-60 drug combinations with 297,098 pairs across 59 cell lines. The task is: Regression. Given two drug SMILES strings and cell line genomic features, predict the synergy score measuring deviation from expected non-interaction effect. (1) Drug 1: CC12CCC3C(C1CCC2NC(=O)OCC(F)(F)F)CCC4C3(C=CC(=O)N4C)C. Drug 2: CN1C(=O)N2C=NC(=C2N=N1)C(=O)N. Cell line: OVCAR3. Synergy scores: CSS=-5.61, Synergy_ZIP=1.98, Synergy_Bliss=0.0124, Synergy_Loewe=-10.3, Synergy_HSA=-5.02. (2) Drug 1: C1C(C(OC1N2C=NC3=C(N=C(N=C32)Cl)N)CO)O. Drug 2: C(CN)CNCCSP(=O)(O)O. Cell line: ACHN. Synergy scores: CSS=50.8, Synergy_ZIP=0.476, Synergy_Bliss=-2.44, Synergy_Loewe=-70.2, Synergy_HSA=-1.15. (3) Drug 1: C1CN1P(=S)(N2CC2)N3CC3. Cell line: IGROV1. Drug 2: C1=CN(C=N1)CC(O)(P(=O)(O)O)P(=O)(O)O. Synergy scores: CSS=7.86, Synergy_ZIP=-3.35, Synergy_Bliss=0.967, Synergy_Loewe=0.180, Synergy_HSA=1.55.